From a dataset of Merck oncology drug combination screen with 23,052 pairs across 39 cell lines. Regression. Given two drug SMILES strings and cell line genomic features, predict the synergy score measuring deviation from expected non-interaction effect. (1) Drug 1: CC1CC2C3CCC4=CC(=O)C=CC4(C)C3(F)C(O)CC2(C)C1(O)C(=O)CO. Drug 2: N#Cc1ccc(Cn2cncc2CN2CCN(c3cccc(Cl)c3)C(=O)C2)cc1. Cell line: T47D. Synergy scores: synergy=-42.2. (2) Drug 1: Cn1nnc2c(C(N)=O)ncn2c1=O. Drug 2: CCc1c2c(nc3ccc(O)cc13)-c1cc3c(c(=O)n1C2)COC(=O)C3(O)CC. Cell line: OCUBM. Synergy scores: synergy=-8.24. (3) Drug 1: COC12C(COC(N)=O)C3=C(C(=O)C(C)=C(N)C3=O)N1CC1NC12. Drug 2: C#Cc1cccc(Nc2ncnc3cc(OCCOC)c(OCCOC)cc23)c1. Cell line: NCIH2122. Synergy scores: synergy=-50.6.